From a dataset of Catalyst prediction with 721,799 reactions and 888 catalyst types from USPTO. Predict which catalyst facilitates the given reaction. (1) Reactant: Br[C:2]1[CH:3]=[CH:4][CH:5]=[C:6]2[C:10]=1[NH:9][CH:8]=[CH:7]2.[Cu](C#N)[C:12]#[N:13]. Product: [C:12]([C:2]1[CH:3]=[CH:4][CH:5]=[C:6]2[C:10]=1[NH:9][CH:8]=[CH:7]2)#[N:13]. The catalyst class is: 69. (2) Reactant: [CH:1]1([CH2:4][O:5][C:6]2[C:7]([OH:24])=[C:8]([C:14]3[CH:15]=[C:16]4[C:20](=[CH:21][CH:22]=3)[C:19](=[O:23])[O:18][CH2:17]4)[CH:9]=[CH:10][C:11]=2[O:12][CH3:13])[CH2:3][CH2:2]1.C(=O)([O-])[O-].[K+].[K+].[CH2:31]([O:33][C:34](=[O:37])[CH2:35]Br)[CH3:32]. Product: [CH:1]1([CH2:4][O:5][C:6]2[C:11]([O:12][CH3:13])=[CH:10][CH:9]=[C:8]([C:14]3[CH:15]=[C:16]4[C:20](=[CH:21][CH:22]=3)[C:19](=[O:23])[O:18][CH2:17]4)[C:7]=2[O:24][CH2:35][C:34]([O:33][CH2:31][CH3:32])=[O:37])[CH2:3][CH2:2]1. The catalyst class is: 10. (3) Reactant: CCN(C(C)C)C(C)C.[OH:10][C:11]1[CH:12]=[CH:13][CH:14]=[C:15]2[C:20]=1[O:19][C:18](=[O:21])[C:17]([C:22]([OH:24])=O)=[CH:16]2.CN(C(ON1N=NC2C=CC=NC1=2)=[N+](C)C)C.F[P-](F)(F)(F)(F)F.[N:49]1[CH:54]=[CH:53][C:52]([C:55]2[CH:56]=[C:57]([CH:59]=[CH:60][CH:61]=2)[NH2:58])=[CH:51][CH:50]=1. Product: [N:49]1[CH:54]=[CH:53][C:52]([C:55]2[CH:56]=[C:57]([NH:58][C:22]([C:17]3[C:18](=[O:21])[O:19][C:20]4[C:15]([CH:16]=3)=[CH:14][CH:13]=[CH:12][C:11]=4[OH:10])=[O:24])[CH:59]=[CH:60][CH:61]=2)=[CH:51][CH:50]=1. The catalyst class is: 3.